Dataset: NCI-60 drug combinations with 297,098 pairs across 59 cell lines. Task: Regression. Given two drug SMILES strings and cell line genomic features, predict the synergy score measuring deviation from expected non-interaction effect. (1) Drug 1: CC1=C2C(C(=O)C3(C(CC4C(C3C(C(C2(C)C)(CC1OC(=O)C(C(C5=CC=CC=C5)NC(=O)C6=CC=CC=C6)O)O)OC(=O)C7=CC=CC=C7)(CO4)OC(=O)C)O)C)OC(=O)C. Drug 2: CC1(CCCN1)C2=NC3=C(C=CC=C3N2)C(=O)N. Cell line: UACC62. Synergy scores: CSS=40.3, Synergy_ZIP=3.44, Synergy_Bliss=1.87, Synergy_Loewe=-46.0, Synergy_HSA=-0.646. (2) Drug 1: C1=CC=C(C=C1)NC(=O)CCCCCCC(=O)NO. Drug 2: COCCOC1=C(C=C2C(=C1)C(=NC=N2)NC3=CC=CC(=C3)C#C)OCCOC.Cl. Cell line: HOP-92. Synergy scores: CSS=8.16, Synergy_ZIP=-1.89, Synergy_Bliss=-0.171, Synergy_Loewe=0.729, Synergy_HSA=1.88. (3) Drug 1: CC12CCC(CC1=CCC3C2CCC4(C3CC=C4C5=CN=CC=C5)C)O. Drug 2: CNC(=O)C1=NC=CC(=C1)OC2=CC=C(C=C2)NC(=O)NC3=CC(=C(C=C3)Cl)C(F)(F)F. Cell line: SR. Synergy scores: CSS=48.2, Synergy_ZIP=-5.34, Synergy_Bliss=-4.61, Synergy_Loewe=-7.12, Synergy_HSA=-3.19. (4) Drug 1: CC12CCC(CC1=CCC3C2CCC4(C3CC=C4C5=CN=CC=C5)C)O. Drug 2: CN1C2=C(C=C(C=C2)N(CCCl)CCCl)N=C1CCCC(=O)O.Cl. Cell line: PC-3. Synergy scores: CSS=4.99, Synergy_ZIP=-0.879, Synergy_Bliss=1.36, Synergy_Loewe=0.960, Synergy_HSA=2.36. (5) Cell line: 786-0. Drug 2: C1=CN(C=N1)CC(O)(P(=O)(O)O)P(=O)(O)O. Synergy scores: CSS=39.8, Synergy_ZIP=4.26, Synergy_Bliss=7.48, Synergy_Loewe=-1.27, Synergy_HSA=8.35. Drug 1: CCCS(=O)(=O)NC1=C(C(=C(C=C1)F)C(=O)C2=CNC3=C2C=C(C=N3)C4=CC=C(C=C4)Cl)F. (6) Drug 1: CS(=O)(=O)C1=CC(=C(C=C1)C(=O)NC2=CC(=C(C=C2)Cl)C3=CC=CC=N3)Cl. Drug 2: CC1=CC=C(C=C1)C2=CC(=NN2C3=CC=C(C=C3)S(=O)(=O)N)C(F)(F)F. Cell line: UACC62. Synergy scores: CSS=0.973, Synergy_ZIP=6.58, Synergy_Bliss=1.64, Synergy_Loewe=-0.752, Synergy_HSA=-0.113. (7) Drug 1: CN1CCC(CC1)COC2=C(C=C3C(=C2)N=CN=C3NC4=C(C=C(C=C4)Br)F)OC. Drug 2: C1C(C(OC1N2C=C(C(=O)NC2=O)F)CO)O. Cell line: HL-60(TB). Synergy scores: CSS=71.8, Synergy_ZIP=24.7, Synergy_Bliss=24.7, Synergy_Loewe=-11.5, Synergy_HSA=20.4. (8) Drug 1: C#CCC(CC1=CN=C2C(=N1)C(=NC(=N2)N)N)C3=CC=C(C=C3)C(=O)NC(CCC(=O)O)C(=O)O. Drug 2: CC12CCC3C(C1CCC2OP(=O)(O)O)CCC4=C3C=CC(=C4)OC(=O)N(CCCl)CCCl.[Na+]. Cell line: 786-0. Synergy scores: CSS=3.44, Synergy_ZIP=-0.631, Synergy_Bliss=2.03, Synergy_Loewe=2.25, Synergy_HSA=1.04. (9) Drug 1: CS(=O)(=O)CCNCC1=CC=C(O1)C2=CC3=C(C=C2)N=CN=C3NC4=CC(=C(C=C4)OCC5=CC(=CC=C5)F)Cl. Drug 2: CC1CCC2CC(C(=CC=CC=CC(CC(C(=O)C(C(C(=CC(C(=O)CC(OC(=O)C3CCCCN3C(=O)C(=O)C1(O2)O)C(C)CC4CCC(C(C4)OC)OP(=O)(C)C)C)C)O)OC)C)C)C)OC. Cell line: HCT116. Synergy scores: CSS=7.39, Synergy_ZIP=-1.23, Synergy_Bliss=0.149, Synergy_Loewe=0.529, Synergy_HSA=0.540.